This data is from Forward reaction prediction with 1.9M reactions from USPTO patents (1976-2016). The task is: Predict the product of the given reaction. (1) Given the reactants [OH:1][C@H:2]1[C@H:6]([NH:7][C:8]([O:10][C@@H:11]([CH3:16])[C:12]([F:15])([F:14])[F:13])=[O:9])[CH2:5][N:4](C(OC(C)(C)C)=O)[CH2:3]1.C(O)(C(F)(F)F)=O.C([O-])(O)=O.[Na+], predict the reaction product. The product is: [OH:1][C@@H:2]1[CH2:3][NH:4][CH2:5][C@H:6]1[NH:7][C:8](=[O:9])[O:10][C@@H:11]([CH3:16])[C:12]([F:13])([F:14])[F:15]. (2) Given the reactants [NH2:1][C:2]1[S:3][C:4]2[CH:33]=[CH:32][CH:31]=[CH:30][C:5]=2[C:6]=1[C:7]([N:9]1[CH2:14][CH2:13][CH:12]([N:15]2[CH2:29][CH2:28][CH2:27][C:17]3([C:21](=[O:22])[N:20]([CH:23]4[CH2:25][CH2:24]4)[C:19](=[O:26])[CH2:18]3)[CH2:16]2)[CH2:11][CH2:10]1)=[O:8].ClC(Cl)(Cl)[C:36]([N:38]=C=O)=[O:37].C(OC(C)C)(C)C, predict the reaction product. The product is: [CH:23]1([N:20]2[C:19](=[O:26])[CH2:18][C:17]3([CH2:27][CH2:28][CH2:29][N:15]([CH:12]4[CH2:13][CH2:14][N:9]([C:7]([C:6]5[C:5]6[CH:30]=[CH:31][CH:32]=[CH:33][C:4]=6[S:3][C:2]=5[NH:1][C:36]([NH2:38])=[O:37])=[O:8])[CH2:10][CH2:11]4)[CH2:16]3)[C:21]2=[O:22])[CH2:24][CH2:25]1. (3) The product is: [CH2:1]([O:8][C:9](=[O:33])[C@@H:10]([NH:20][C:21](=[O:32])[C@@H:22]([NH:24][C:25]([C:43]1[N:42]([CH3:41])[C:50]2[C:45](=[N:46][CH:47]=[CH:48][CH:49]=2)[CH:44]=1)=[O:26])[CH3:23])[CH2:11][C:12]1[CH:17]=[CH:16][C:15]([O:18][CH3:19])=[CH:14][CH:13]=1)[C:2]1[CH:3]=[CH:4][CH:5]=[CH:6][CH:7]=1. Given the reactants [CH2:1]([O:8][C:9](=[O:33])[C@@H:10]([NH:20][C:21](=[O:32])[C@@H:22]([NH:24][C:25](OC(C)(C)C)=[O:26])[CH3:23])[CH2:11][C:12]1[CH:17]=[CH:16][C:15]([O:18][CH3:19])=[CH:14][CH:13]=1)[C:2]1[CH:7]=[CH:6][CH:5]=[CH:4][CH:3]=1.FC(F)(F)C(O)=O.[CH3:41][N:42]1[C:50]2[C:45](=[N:46][CH:47]=[CH:48][CH:49]=2)[CH:44]=[C:43]1C(O)=O.C(N(CC)C(C)C)(C)C.CN(C(ON1N=NC2C=CC=NC1=2)=[N+](C)C)C.F[P-](F)(F)(F)(F)F, predict the reaction product. (4) Given the reactants [CH:1]([N:4](CC)C(C)C)(C)[CH3:2].BrCC#N.[NH:14]([C:33]([O:35][C:36]([CH3:39])([CH3:38])[CH3:37])=[O:34])[C@H:15]([C:30]([OH:32])=[O:31])[CH2:16][CH2:17][CH2:18][NH:19][C:20]([O:22][CH2:23][C:24]1[CH:29]=[CH:28][CH:27]=[CH:26][CH:25]=1)=[O:21], predict the reaction product. The product is: [CH2:23]([O:22][C:20]([NH:19][CH2:18][CH2:17][CH2:16][C@H:15]([NH:14][C:33]([O:35][C:36]([CH3:39])([CH3:38])[CH3:37])=[O:34])[C:30]([O:32][CH2:2][C:1]#[N:4])=[O:31])=[O:21])[C:24]1[CH:29]=[CH:28][CH:27]=[CH:26][CH:25]=1. (5) The product is: [C:44]([N:1]1[C:6]2([CH2:7][CH2:8][N:9]([C:12]([C:14]3[CH:15]=[CH:16][C:17]([C:20]4[CH:21]=[CH:22][C:23]5[N:24]([C:26]([C:29]6[CH:30]=[CH:31][C:32]([C:33]#[N:34])=[CH:35][CH:36]=6)=[CH:27][N:28]=5)[CH:25]=4)=[CH:18][CH:19]=3)=[O:13])[CH2:10][CH2:11]2)[CH2:5][CH2:4][CH2:3][CH2:2]1)(=[O:46])[CH3:45]. Given the reactants [NH:1]1[C:6]2([CH2:11][CH2:10][N:9]([C:12]([C:14]3[CH:19]=[CH:18][C:17]([C:20]4[CH:21]=[CH:22][C:23]5[N:24]([C:26]([C:29]6[CH:36]=[CH:35][C:32]([C:33]#[N:34])=[CH:31][CH:30]=6)=[CH:27][N:28]=5)[CH:25]=4)=[CH:16][CH:15]=3)=[O:13])[CH2:8][CH2:7]2)[CH2:5][CH2:4][CH2:3][CH2:2]1.C(N(CC)CC)C.[C:44](Cl)(=[O:46])[CH3:45], predict the reaction product.